Task: Predict which catalyst facilitates the given reaction.. Dataset: Catalyst prediction with 721,799 reactions and 888 catalyst types from USPTO (1) Reactant: [C:1]([O:5][C:6](=[O:15])[C:7]1[CH:12]=[CH:11][C:10](Br)=[C:9]([CH3:14])[CH:8]=1)([CH3:4])([CH3:3])[CH3:2].C(O[CH:20]=[CH:21][CH:22]=C)(=O)C.[C:24]([O-:27])(=[O:26])[CH3:25].[Na+].[CH3:29]C(N(C)C)=O. Product: [C:1]([O:5][C:6](=[O:15])[C:7]1[CH:12]=[CH:11][C:10](/[CH:20]=[CH:21]/[CH:22]=[CH:25]/[C:24]([O:27][CH3:29])=[O:26])=[C:9]([CH3:14])[CH:8]=1)([CH3:4])([CH3:3])[CH3:2]. The catalyst class is: 73. (2) Reactant: [F:1][C:2]([F:21])([F:20])[C:3]1[C:4]([CH:9](C(OCC)=O)[C:10]([O:12][CH2:13][CH3:14])=[O:11])=[N:5][CH:6]=[CH:7][CH:8]=1.CS(C)=O.[Cl-].[Na+]. Product: [F:21][C:2]([F:1])([F:20])[C:3]1[C:4]([CH2:9][C:10]([O:12][CH2:13][CH3:14])=[O:11])=[N:5][CH:6]=[CH:7][CH:8]=1. The catalyst class is: 6. (3) Reactant: [C:1]([O:5][C:6]([N:8]1[C@H:13]([C:14]([OH:16])=O)[CH2:12][C@@H:11]2[C@H:9]1[CH2:10]2)=[O:7])([CH3:4])([CH3:3])[CH3:2].Cl.Cl.[Br:19][C:20]1[CH:21]=[C:22]([NH2:31])[CH:23]=[C:24]([C:26]2[NH:30][N:29]=[N:28][N:27]=2)[CH:25]=1.CN(C(ON1N=NC2C=CC=CC1=2)=[N+](C)C)C.F[P-](F)(F)(F)(F)F.CCN(C(C)C)C(C)C. Product: [C:1]([O:5][C:6]([N:8]1[C@H:13]([C:14](=[O:16])[NH:31][C:22]2[CH:23]=[C:24]([C:26]3[NH:30][N:29]=[N:28][N:27]=3)[CH:25]=[C:20]([Br:19])[CH:21]=2)[CH2:12][C@@H:11]2[C@H:9]1[CH2:10]2)=[O:7])([CH3:2])([CH3:3])[CH3:4]. The catalyst class is: 2. (4) Reactant: [O:1]=[CH:2][C:3]1[CH:11]=[CH:10][C:8]([OH:9])=[C:5]([O:6][CH3:7])[CH:4]=1.F[C:13]1[CH:20]=[CH:19][C:16]([C:17]#[N:18])=[CH:15][C:14]=1[C:21]([F:24])([F:23])[F:22].C([O-])([O-])=O.[K+].[K+]. Product: [CH:2]([C:3]1[CH:11]=[CH:10][C:8]([O:9][C:13]2[CH:20]=[CH:19][C:16]([C:17]#[N:18])=[CH:15][C:14]=2[C:21]([F:22])([F:24])[F:23])=[C:5]([O:6][CH3:7])[CH:4]=1)=[O:1]. The catalyst class is: 3.